This data is from Drug-target binding data from BindingDB using IC50 measurements. The task is: Regression. Given a target protein amino acid sequence and a drug SMILES string, predict the binding affinity score between them. We predict pIC50 (pIC50 = -log10(IC50 in M); higher means more potent). Dataset: bindingdb_ic50. (1) The drug is COc1cccc(-c2ccc3nc(C(=O)O)c4c5cccc(Cl)c5[nH]c4c3c2)c1. The target protein (O35491) has sequence MPHPRRYHSSERGSRGSYHEHYQSRKHKRRRSRSWSSSSDRTRRRRREDSYHVRSRSSYDDHSSDRRLYDRRYCGSYRRNDYSRDRGEAYYDTDFRQSYEYHRENSSYRSQRSSRRKHRRRRRRSRTFSRSSSHSSRRAKSVEDDAEGHLIYHVGDWLQERYEIVSTLGEGTFGRVVQCVDHRRGGTQVALKIIKNVEKYKEAARLEINVLEKINEKDPDNKNLCVQMFDWFDYHGHMCISFELLGLSTFDFLKDNNYLPYPIHQVRHMAFQLCQAVKFLHDNKLTHTDLKPENILFVNSDYELTYNLEKKRDERSVKSTAVRVVDFGSATFDHEHHSTIVSTRHYRAPEVILELGWSQPCDVWSIGCIIFEYYVGFTLFQTHDNREHLAMMERILGPVPSRMIRKTRKQKYFYRGRLDWDENTSAGRYVRENCKPLRRYLTSEAEDHHQLFDLIENMLEYEPAKRLTLGEALQHPFFACLRTEPPNTKLWDSSRDISR. The pIC50 is 6.3. (2) The compound is C=CC(=O)N1CCC[C@@H](n2nc(-c3ccc(Oc4ccccc4)cc3)c3c(N)ncnc32)C1. The target protein (P42680) has sequence MNFNTILEEILIKRSQQKKKTSPLNYKERLFVLTKSMLTYYEGRAEKKYRKGFIDVSKIKCVEIVKNDDGVIPCQNKYPFQVVHDANTLYIFAPSPQSRDLWVKKLKEEIKNNNNIMIKYHPKFWTDGSYQCCRQTEKLAPGCEKYNLFESSIRKALPPAPETKKRRPPPPIPLEEEDNSEEIVVAMYDFQAAEGHDLRLERGQEYLILEKNDVHWWRARDKYGNEGYIPSNYVTGKKSNNLDQYEWYCRNMNRSKAEQLLRSEDKEGGFMVRDSSQPGLYTVSLYTKFGGEGSSGFRHYHIKETTTSPKKYYLAEKHAFGSIPEIIEYHKHNAAGLVTRLRYPVSVKGKNAPTTAGFSYEKWEINPSELTFMRELGSGLFGVVRLGKWRAQYKVAIKAIREGAMCEEDFIEEAKVMMKLTHPKLVQLYGVCTQQKPIYIVTEFMERGCLLNFLRQRQGHFSRDVLLSMCQDVCEGMEYLERNSFIHRDLAARNCLVSEA.... The pIC50 is 7.1. (3) The compound is COc1ccc(C(OCCN2CCC[C@H](C(=O)O)C2)(c2ccc(OC)cc2)c2ccc(OC)cc2)cc1. The target protein (P31649) has sequence MENRASGTTSNGETKPVCPAMEKVEEDGTLEREHWNNKMEFVLSVAGEIIGLGNVWRFPYLCYKNGGGAFFIPYLIFLFTCGIPVFFLETALGQYTNQGGITAWRRICPIFEGIGYASQMIVSLLNVYYIVVLAWALFYLFSSFTTDLPWGSCSHEWNTENCVEFQKANDSMNVTSENATSPVIEFWERRVLKLSDGIQHLGSLRWELVLCLLLAWIICYFCIWKGVKSTGKVVYFTATFPYLMLVVLLIRGVTLPGAAQGIQFYLYPNITRLWDPQVWMDAGTQIFFSFAICLGCLTALGSYNKYHNNCYRDCIALCILNSSTSFMAGFAIFSILGFMSQEQGVPISEVAESGPGLAFIAYPRAVVMLPFSPLWACCFFFMVVLLGLDSQFVCVESLVTALVDMYPRVFRKKNRREVLILIVSVISFFIGLIMLTEGGMYVFQLFDYYAASGMCLLFVAIFESLCVAWVYGAGRFYDNIEDMIGYKPWPLIKYCWLFFT.... The pIC50 is 4.7. (4) The small molecule is CCOC(=O)[C@H]1O[C@@H]1C(=O)N[C@H](C(=O)NCCc1ccc(O)cc1)C(C)CC. The target protein sequence is MNLLLLLAVLCLGTALATPKFDQTFSAEWHQWKSTHRRLYGTNEEEWRRAIWEKNMRMIQLHNGEYSNGQHGFSMEMNAFGDMTNEEFRQVVNGYRHQKHKKGRLFQEPLMLKIPKSVDWREKGCVTPVKNQGQCGSCWAFSASGCLEGQMFLKTGKLISLSEQNLVDCSHAQGNQGCNGGLMDFAFQYIKENGGLDSEESYPYEAKDGSCKYRAEFAVANDTGFVDIPQQEKALMKAVATVGPISVAMDASHPSLQFYSSGIYYEPNCSSKNLDHGVLLVGYGYEGTDSNKNKYWLVKNSWGSEWGMEGYIKIAKDRDNHCGLATAASYPVVN. The pIC50 is 5.5. (5) The compound is CC[C@H](CO)Nc1nc(OCc2ccccc2)c2ncn(C(C)C)c2n1. The target protein (P97633) has sequence MASSSGSKAEFIVGGKYKLVRKIGSGSFGDIYLAINITNGEEVAVKLESQKARHPQLLYESKLYKILQGGVGIPHIRWYGQGKDYNVLVMDLLGPSLEDLFNFCSRRFTMKTVLMLADQMISRIEYVHTKNFIHRDIKPDNFLMGIGRHCNKLFLIDFGLAKKYRDNRTRQHIPYREDKNLTGTARYASINAHLGIEQSRRDDMESLGYVLMYFNRTSLPWQGLKAATKKQKYEKISEKKMSTPVEVLCKGFPAEFAMYLNYCRGLRFEEAPDYMYLRQLFRILFRTLNHQYDYTFDWTMLKQKAAQQAASSSGQGQQAQTPTGF. The pIC50 is 3.0. (6) The compound is Cn1cnc(-c2nccc3c(O)nc(OCCCC(F)(F)F)nc23)c1. The target protein sequence is MEPGCDEFLPPPECPVFEPSWAEFQDPLGYIAKIRPIAEKSGICKIRPPADWQPPFAVEVDNFRFTPRVQRLNELEAQTRVKLNYLDQIAKFWEIQGSSLKIPNVERKILDLYSLSKIVIEEGGYEAICKDRRWARVAQRLHYPPGKNIGSLLRSHYERIIYPYEMFQSGANHVQCNTHPFDNEVKDKEYKPHSIPLRQSVQPSKFSSYSRRAKRLQPDPEPTEEDIEKHPELKKLQIYGPGPKMMGLGLMAKDKDKTVHKKVTCPPTVTVKDEQSGGGNVSSTLLKQHLSLEPCTKTTMQLRKNHSSAQFIDSYICQVCSRGDEDDKLLFCDGCDDNYHIFCLLPPLPEIPRGIWRCPKCILAECKQPPEAFGFEQATQEYSLQSFGEMADSFKSDYFNMPVHMVPTELVEKEFWRLVSSIEEDVTVEYGADIHSKEFGSGFPVSNSKQNLSPEEKEYATSGWNLNVMPVLDQSVLCHINADISGMKVPWLYVGMVFSA.... The pIC50 is 3.7.